This data is from Catalyst prediction with 721,799 reactions and 888 catalyst types from USPTO. The task is: Predict which catalyst facilitates the given reaction. Reactant: [NH2:1][C:2]1[CH:10]=[CH:9][C:5]([C:6]([OH:8])=O)=[CH:4][CH:3]=1.Cl.C(N=C=NCCCN(C)C)C.O.OC1C2N=NNC=2C=CC=1.[C:34]1([N:40]2[CH2:45][CH2:44][NH:43][CH2:42][CH2:41]2)[CH:39]=[CH:38][CH:37]=[CH:36][CH:35]=1.C(N(CC)CC)C. Product: [NH2:1][C:2]1[CH:3]=[CH:4][C:5]([C:6]([N:43]2[CH2:44][CH2:45][N:40]([C:34]3[CH:39]=[CH:38][CH:37]=[CH:36][CH:35]=3)[CH2:41][CH2:42]2)=[O:8])=[CH:9][CH:10]=1. The catalyst class is: 47.